This data is from Experimentally validated miRNA-target interactions with 360,000+ pairs, plus equal number of negative samples. The task is: Binary Classification. Given a miRNA mature sequence and a target amino acid sequence, predict their likelihood of interaction. (1) The miRNA is hsa-miR-5692b with sequence AAUAAUAUCACAGUAGGUGU. The protein sequence of the target gene is MIEDSGKRGNTMAERRQLFAEMRAQDLDRIRLSTYRTACKLRFVQKKCNLHLVDIWNVIEALRENALNNLDPNTELNVSRLEAVLSTIFYQLNKRMPTTHQIHVEQSISLLLNFLLAAFDPEGHGKISVFAVKMALATLCGGKIMDKLRYIFSMISDSSGVMVYGRYDQFLREVLKLPTAVFEGPSFGYTEQSARSCFSQQKKVTLNGFLDTLMSDPPPQCLVWLPLLHRLANVENVFHPVECSYCHSESMMGFRYRCQQCHNYQLCQDCFWRGHAGGSHSNQHQMKEYTSWKSPAKKLT.... Result: 0 (no interaction). (2) The miRNA is hsa-miR-3939 with sequence UACGCGCAGACCACAGGAUGUC. The protein sequence of the target gene is MPILKQLVSSSVNSKRRSRADLTAEMISAPLGDFRHTMHVGRAGDAFGDTSFLTSKAREADDESLDEQASASKLSLLSRKFRGSKRSQSVTRGDREQRDMLGSLRDSALFVKNAMSLPQLNEKEAAEKDSSKLPKSLSSSPVKKADARDGGPKSPHRNGATGPHSPDPLLDEQAFGDLMDLPIMPKVSYGLKHAESILSFHIDLGPSMLGDVLSIMDKDQWGSEEEEEAGGYRDKEGPSSIVQAPPVLEVVPPLGRQESKASWDQASMLPPHAVEDDGWAVVAPSPSSARSVGSHTTRDS.... Result: 0 (no interaction). (3) The miRNA is mmu-miR-26a-1-3p with sequence CCUAUUCUUGGUUACUUGCACG. The protein sequence of the target gene is MGNRGMEELIPLVNKLQDAFSSIGQSCHLDLPQIAVVGGQSAGKSSVLENFVGRDFLPRGSGIVTRRPLILQLIFSKTEYAEFLHCKSKKFTDFDEVRQEIEAETDRVTGTNKGISPVPINLRVYSPHVLNLTLIDLPGITKVPVGDQPPDIEYQIKDMILQFISRESSLILAVTPANMDLANSDALKLAKEVDPQGLRTIGVITKLDLMDEGTDARDVLENKLLPLRRGYIGVVNRSQKDIEGKKDIRAALAAERKFFLSHPAYRHMADRMGTPHLQKTLNQQLTNHIRESLPTLRSKL.... Result: 0 (no interaction).